The task is: Predict the reaction yield, written as a fraction of the theoretical maximum amount of product (1.0 means a 100% yield; for example, 0.34 means a 34% yield).. This data is from Reaction yield outcomes from USPTO patents with 853,638 reactions. (1) The reactants are [C:1]([O:5][C:6]([N:8]1[C:16]2[C:11](=[CH:12][C:13]([CH2:17][CH:18]([NH2:23])[C:19]([O:21][CH3:22])=[O:20])=[CH:14][CH:15]=2)[CH:10]=[N:9]1)=[O:7])([CH3:4])([CH3:3])[CH3:2].C1C(=O)N(OC(ON2C(=O)CCC2=O)=O)[C:26](=[O:27])C1.C(N(CC)C(C)C)(C)C.[NH:51]1[CH2:56][CH2:55][CH:54]([N:57]2[CH2:66][C:65]3[C:60](=[CH:61][CH:62]=[CH:63][CH:64]=3)[NH:59][C:58]2=[O:67])[CH2:53][CH2:52]1. The catalyst is C(Cl)Cl. The product is [C:1]([O:5][C:6]([N:8]1[C:16]2[C:11](=[CH:12][C:13]([CH2:17][CH:18]([C:19]([O:21][CH3:22])=[O:20])[NH:23][C:26]([N:51]3[CH2:52][CH2:53][CH:54]([N:57]4[CH2:66][C:65]5[C:60](=[CH:61][CH:62]=[CH:63][CH:64]=5)[NH:59][C:58]4=[O:67])[CH2:55][CH2:56]3)=[O:27])=[CH:14][CH:15]=2)[CH:10]=[N:9]1)=[O:7])([CH3:3])([CH3:4])[CH3:2]. The yield is 0.470. (2) The reactants are [I:1][C:2]1[CH:3]=[C:4]([CH:8]=[CH:9][C:10]=1[CH3:11])[C:5]([OH:7])=[O:6].Cl.O1CCOC[CH2:14]1.C(=O)([O-])[O-].[K+].[K+]. The catalyst is CO.C(OCC)(=O)C. The product is [I:1][C:2]1[CH:3]=[C:4]([CH:8]=[CH:9][C:10]=1[CH3:11])[C:5]([O:7][CH3:14])=[O:6]. The yield is 0.950.